From a dataset of Forward reaction prediction with 1.9M reactions from USPTO patents (1976-2016). Predict the product of the given reaction. (1) Given the reactants [I-].[Na+].[Cl:3][CH2:4][CH2:5][CH2:6][N:7]([CH2:16][C:17]1[CH:22]=[CH:21][CH:20]=[CH:19][C:18]=1[CH3:23])[CH2:8][CH2:9][C:10]1[CH:11]=[N:12][CH:13]=[CH:14][CH:15]=1.C(=O)([O-])[O-].[K+].[K+].[OH:30][C:31]1[CH:32]=[C:33]2[C:38](=[CH:39][CH:40]=1)[N:37]=[CH:36][CH:35]=[CH:34]2.[ClH:41], predict the reaction product. The product is: [ClH:3].[ClH:41].[ClH:3].[CH3:23][C:18]1[CH:19]=[CH:20][CH:21]=[CH:22][C:17]=1[CH2:16][N:7]([CH2:8][CH2:9][C:10]1[CH:11]=[N:12][CH:13]=[CH:14][CH:15]=1)[CH2:6][CH2:5][CH2:4][O:30][C:31]1[CH:32]=[C:33]2[C:38](=[CH:39][CH:40]=1)[N:37]=[CH:36][CH:35]=[CH:34]2. (2) Given the reactants Cl[C:2]([O:4][C:5]1[CH:10]=[CH:9][CH:8]=[CH:7][CH:6]=1)=[O:3].[CH3:11][C@H:12]1[CH2:17][O:16][CH2:15][CH2:14][N:13]1[C:18]1[CH:23]=[C:22]([CH2:24][S:25]([C:28]([CH3:31])([CH3:30])[CH3:29])(=[O:27])=[O:26])[N:21]=[C:20]([C:32]2[CH:38]=[CH:37][C:35]([NH2:36])=[CH:34][CH:33]=2)[N:19]=1.C(=O)([O-])O.[Na+], predict the reaction product. The product is: [CH3:11][C@H:12]1[CH2:17][O:16][CH2:15][CH2:14][N:13]1[C:18]1[CH:23]=[C:22]([CH2:24][S:25]([C:28]([CH3:31])([CH3:30])[CH3:29])(=[O:27])=[O:26])[N:21]=[C:20]([C:32]2[CH:38]=[CH:37][C:35]([NH:36][C:2](=[O:3])[O:4][C:5]3[CH:10]=[CH:9][CH:8]=[CH:7][CH:6]=3)=[CH:34][CH:33]=2)[N:19]=1.